This data is from TCR-epitope binding with 47,182 pairs between 192 epitopes and 23,139 TCRs. The task is: Binary Classification. Given a T-cell receptor sequence (or CDR3 region) and an epitope sequence, predict whether binding occurs between them. (1) The epitope is FTISVTTEIL. The TCR CDR3 sequence is CASSFRGGYGYTF. Result: 0 (the TCR does not bind to the epitope). (2) The epitope is LLMPILTLT. The TCR CDR3 sequence is CASSLVGLAGGTDTQYF. Result: 0 (the TCR does not bind to the epitope). (3) The epitope is KAYNVTQAF. The TCR CDR3 sequence is CASSELGLSYTF. Result: 1 (the TCR binds to the epitope). (4) The epitope is KAYNVTQAF. The TCR CDR3 sequence is CASTSPGRYEQFF. Result: 0 (the TCR does not bind to the epitope). (5) The epitope is IPRRNVATL. The TCR CDR3 sequence is CASSQDRLTGGYTF. Result: 1 (the TCR binds to the epitope). (6) The epitope is EIYKRWII. The TCR CDR3 sequence is CASSESILSYEQYF. Result: 1 (the TCR binds to the epitope). (7) The epitope is FSKQLQQSM. The TCR CDR3 sequence is CASSLGGNEQFF. Result: 1 (the TCR binds to the epitope). (8) The epitope is SSTFNVPMEKLK. The TCR CDR3 sequence is CASSLFSGGEETQYF. Result: 0 (the TCR does not bind to the epitope).